Dataset: Rat liver microsome stability data. Task: Regression/Classification. Given a drug SMILES string, predict its absorption, distribution, metabolism, or excretion properties. Task type varies by dataset: regression for continuous measurements (e.g., permeability, clearance, half-life) or binary classification for categorical outcomes (e.g., BBB penetration, CYP inhibition). Dataset: rlm. (1) The compound is Cc1ccc(S(=O)(=O)n2cc(C(=O)Nc3ccc(-c4ccccc4)cc3)c3ccccc32)cc1. The result is 1 (stable in rat liver microsomes). (2) The drug is Fc1cccc(CNc2nc(-c3ccccc3C(F)(F)F)nc3ccccc23)c1. The result is 1 (stable in rat liver microsomes).